This data is from Full USPTO retrosynthesis dataset with 1.9M reactions from patents (1976-2016). The task is: Predict the reactants needed to synthesize the given product. Given the product [CH3:12][N:13]1[CH:10]=[C:7]([C:1]2[CH:6]=[CH:5][CH:4]=[CH:3][CH:2]=2)[CH:8]=[N:14]1, predict the reactants needed to synthesize it. The reactants are: [C:1]1([CH:7]([CH:10]=O)[CH:8]=O)[CH:6]=[CH:5][CH:4]=[CH:3][CH:2]=1.[CH3:12][NH:13][NH2:14].